This data is from Forward reaction prediction with 1.9M reactions from USPTO patents (1976-2016). The task is: Predict the product of the given reaction. (1) Given the reactants [C@@H:1]1([C:7]([O:9][CH3:10])=[O:8])[CH2:6][CH2:5][CH:4]=[CH:3][CH2:2]1.N12CCCN=C1CCCCC2.C(O)(=O)CC(CC(O)=O)(C(O)=O)O, predict the reaction product. The product is: [CH3:10][O:9][C:7]([CH:1]1[CH2:6][CH2:5][CH:4]=[CH:3][CH2:2]1)=[O:8]. (2) Given the reactants F[C:2]1[CH:3]=[CH:4][C:5]([N+:21]([O-:23])=[O:22])=[C:6]([N:8]2[CH2:13][CH2:12][N:11]([C:14]([O:16][C:17]([CH3:20])([CH3:19])[CH3:18])=[O:15])[CH2:10][CH2:9]2)[CH:7]=1.[Cl:24][C:25]1[CH:26]=[C:27]([CH:30]=[CH:31][CH:32]=1)[CH2:28][NH2:29].C(N(CC)C(C)C)(C)C, predict the reaction product. The product is: [Cl:24][C:25]1[CH:26]=[C:27]([CH:30]=[CH:31][CH:32]=1)[CH2:28][NH:29][C:2]1[CH:3]=[CH:4][C:5]([N+:21]([O-:23])=[O:22])=[C:6]([N:8]2[CH2:13][CH2:12][N:11]([C:14]([O:16][C:17]([CH3:20])([CH3:19])[CH3:18])=[O:15])[CH2:10][CH2:9]2)[CH:7]=1. (3) Given the reactants [CH2:1]([O:8][C:9]1[CH:18]=[CH:17][C:16]([CH3:19])=[C:15]2[C:10]=1[CH2:11][CH2:12][CH2:13][CH:14]2[C:20]([OH:22])=O)[C:2]1[CH:7]=[CH:6][CH:5]=[CH:4][CH:3]=1.[NH2:23][C:24]1[CH:25]=[CH:26][C:27]([CH:30]([CH3:32])[CH3:31])=[N:28][CH:29]=1, predict the reaction product. The product is: [CH2:1]([O:8][C:9]1[CH:18]=[CH:17][C:16]([CH3:19])=[C:15]2[C:10]=1[CH2:11][CH2:12][CH2:13][CH:14]2[C:20]([NH:23][C:24]1[CH:29]=[N:28][C:27]([CH:30]([CH3:32])[CH3:31])=[CH:26][CH:25]=1)=[O:22])[C:2]1[CH:7]=[CH:6][CH:5]=[CH:4][CH:3]=1. (4) Given the reactants [C:1]([O:5][C:6]([NH:8][C@@H:9]1[CH2:17][C:16]2[C:11](=[CH:12][CH:13]=[CH:14][CH:15]=2)[C@H:10]1[C:18]([CH2:27]COCC)([C:23]([O:25][CH3:26])=[O:24])[C:19]([O:21][CH3:22])=[O:20])=[O:7])([CH3:4])([CH3:3])[CH3:2].CS(O[C@H]1CC2C(=CC=CC=2)[C@@H]1N[C:47]([O:49][C:50](C)(C)[CH3:51])=O)(=O)=O, predict the reaction product. The product is: [C:1]([O:5][C:6]([NH:8][C@@H:9]1[CH2:17][C:16]2[C:11](=[CH:12][CH:13]=[CH:14][CH:15]=2)[C@H:10]1[C:18]([CH2:27][CH2:51][CH2:50][O:49][CH3:47])([C:23]([O:25][CH3:26])=[O:24])[C:19]([O:21][CH3:22])=[O:20])=[O:7])([CH3:4])([CH3:2])[CH3:3]. (5) Given the reactants [F:1][C:2]1[CH:3]=[C:4]([N:14]2[CH2:18][C@H:17]([CH2:19][NH2:20])[O:16][C:15]2=[O:21])[CH:5]=[CH:6][C:7]=1[N:8]1[CH2:13][CH2:12][O:11][CH2:10][CH2:9]1.[CH:22]1[C:31]2[C:26](=[CH:27][CH:28]=[CH:29][CH:30]=2)[CH:25]=[CH:24][C:23]=1C(CC=O)C(O)=O.C1C=CC2N([OH:48])N=NC=2C=1.Cl.CN(C)[CH2:52][CH2:53][CH2:54]N=C=NCC.[C:61](=O)(O)[O-:62].[Na+], predict the reaction product. The product is: [F:1][C:2]1[CH:3]=[C:4]([N:14]2[CH2:18][C@H:17]([CH2:19][NH:20][C:61](=[O:62])[CH2:54][CH2:53][C:52]([C:30]3[C:31]4[C:26](=[CH:25][CH:24]=[CH:23][CH:22]=4)[CH:27]=[CH:28][CH:29]=3)=[O:48])[O:16][C:15]2=[O:21])[CH:5]=[CH:6][C:7]=1[N:8]1[CH2:9][CH2:10][O:11][CH2:12][CH2:13]1. (6) Given the reactants Br[C:2]1[CH:3]=[C:4]2[C:28](=[CH:29][CH:30]=1)[C:8]1[NH:9][C:10]([C@@H:12]3[CH2:16][CH2:15][CH2:14][N:13]3[C:17](=[O:27])[C@@H:18]([NH:22][C:23](=[O:26])[O:24][CH3:25])[CH:19]([CH3:21])[CH3:20])=[N:11][C:7]=1[CH:6]=[CH:5]2.[B:31]1([B:31]2[O:35][C:34]([CH3:37])([CH3:36])[C:33]([CH3:39])([CH3:38])[O:32]2)[O:35][C:34]([CH3:37])([CH3:36])[C:33]([CH3:39])([CH3:38])[O:32]1.CC([O-])=O.[K+], predict the reaction product. The product is: [CH3:21][CH:19]([CH3:20])[C@H:18]([NH:22][C:23](=[O:26])[O:24][CH3:25])[C:17](=[O:27])[N:13]1[CH2:14][CH2:15][CH2:16][C@H:12]1[C:10]1[NH:9][C:8]2[C:28]3[C:4]([CH:5]=[CH:6][C:7]=2[N:11]=1)=[CH:3][C:2]([B:31]1[O:35][C:34]([CH3:37])([CH3:36])[C:33]([CH3:39])([CH3:38])[O:32]1)=[CH:30][CH:29]=3. (7) Given the reactants [CH3:1][N:2]1[CH:6]=[C:5]([C:7]2[CH:14]=[CH:13][C:10]([C:11]#[N:12])=[CH:9][CH:8]=2)[N:4]=[CH:3]1.C1C(=O)N([Cl:22])C(=O)C1, predict the reaction product. The product is: [Cl:22][C:6]1[N:2]([CH3:1])[CH:3]=[N:4][C:5]=1[C:7]1[CH:14]=[CH:13][C:10]([C:11]#[N:12])=[CH:9][CH:8]=1.